This data is from Forward reaction prediction with 1.9M reactions from USPTO patents (1976-2016). The task is: Predict the product of the given reaction. (1) The product is: [C:49]([NH:29][S:26]([C:24]1[S:25][C:21]([C:16]([C:13]2[CH:14]=[CH:15][C:10]([O:9][CH2:8][CH:7]([O:6][Si:5]([C:1]([CH3:2])([CH3:3])[CH3:4])([CH3:36])[CH3:37])[C:32]([CH3:35])([CH3:34])[CH3:33])=[C:11]([CH3:31])[CH:12]=2)([CH2:17][CH3:18])[CH2:19][CH3:20])=[CH:22][C:23]=1[CH3:30])(=[O:28])=[O:27])(=[O:51])[CH3:50]. Given the reactants [C:1]([Si:5]([CH3:37])([CH3:36])[O:6][CH:7]([C:32]([CH3:35])([CH3:34])[CH3:33])[CH2:8][O:9][C:10]1[CH:15]=[CH:14][C:13]([C:16]([C:21]2[S:25][C:24]([S:26]([NH2:29])(=[O:28])=[O:27])=[C:23]([CH3:30])[CH:22]=2)([CH2:19][CH3:20])[CH2:17][CH3:18])=[CH:12][C:11]=1[CH3:31])([CH3:4])([CH3:3])[CH3:2].CCN=C=NCCCN(C)C.[C:49](O)(=[O:51])[CH3:50], predict the reaction product. (2) Given the reactants [CH:1]1([N:6]2[CH2:12][C:11]([F:14])([F:13])[C:10](=[O:15])[N:9]([CH3:16])[C:8]3[CH:17]=[N:18][C:19]([NH:21][C:22]4[C:30]([F:31])=[CH:29][C:25]([C:26](O)=[O:27])=[C:24]([F:32])[CH:23]=4)=[N:20][C:7]2=3)[CH2:5][CH2:4][CH2:3][CH2:2]1.O[N:34]1[C:38]2C=CC=CC=2N=N1.F[P-](F)(F)(F)(F)F.CN(C(N(C)C)=[N+]1C2C=CC=CC=2[N+]([O-])=N1)C.C(N(C(C)C)CC)(C)C.Cl.CN, predict the reaction product. The product is: [CH:1]1([N:6]2[CH2:12][C:11]([F:13])([F:14])[C:10](=[O:15])[N:9]([CH3:16])[C:8]3[CH:17]=[N:18][C:19]([NH:21][C:22]4[C:30]([F:31])=[CH:29][C:25]([C:26]([NH:34][CH3:38])=[O:27])=[C:24]([F:32])[CH:23]=4)=[N:20][C:7]2=3)[CH2:5][CH2:4][CH2:3][CH2:2]1. (3) Given the reactants [Cl:1][C:2]1[C:3]([F:47])=[C:4]([C@H:8]2[C@H:12]([C:13](=[O:24])[NH:14][CH2:15][CH2:16][C@H:17]3[CH2:21][O:20][C:19]([CH3:23])([CH3:22])[O:18]3)[N:11]([CH2:25][CH2:26]OS(C)(=O)=O)[C@@H:10]([CH2:32][C:33]([CH3:36])([CH3:35])[CH3:34])[C@@:9]2([C:39]2[CH:44]=[CH:43][C:42]([Cl:45])=[CH:41][C:40]=2[F:46])[C:37]#[N:38])[CH:5]=[CH:6][CH:7]=1.C([O-])([O-])=O.[Cs+].[Cs+], predict the reaction product. The product is: [Cl:1][C:2]1[C:3]([F:47])=[C:4]([CH:8]2[CH:12]3[C:13](=[O:24])[N:14]([CH2:15][CH2:16][C@H:17]4[CH2:21][O:20][C:19]([CH3:22])([CH3:23])[O:18]4)[CH2:26][CH2:25][N:11]3[CH:10]([CH2:32][C:33]([CH3:35])([CH3:34])[CH3:36])[C:9]2([C:39]2[CH:44]=[CH:43][C:42]([Cl:45])=[CH:41][C:40]=2[F:46])[C:37]#[N:38])[CH:5]=[CH:6][CH:7]=1. (4) Given the reactants C(OC([NH:8][C@H:9]([C:11]([O:13][CH2:14][CH2:15][O:16][C:17]1[CH:22]=[CH:21][C:20]([C:23]2[C:28]([C:29]#[N:30])=[C:27]([NH:31][CH2:32][CH2:33][CH3:34])[N:26]=[C:25]([S:35][CH2:36][C:37]3[N:38]=[C:39]([C:42]4[CH:47]=[CH:46][C:45]([Cl:48])=[CH:44][CH:43]=4)[S:40][CH:41]=3)[C:24]=2[C:49]#[N:50])=[CH:19][CH:18]=1)=[O:12])[CH3:10])=O)(C)(C)C.[F:51][C:52]([F:57])([F:56])[C:53]([OH:55])=[O:54], predict the reaction product. The product is: [F:51][C:52]([F:57])([F:56])[C:53]([OH:55])=[O:54].[NH2:8][C@H:9]([C:11]([O:13][CH2:14][CH2:15][O:16][C:17]1[CH:22]=[CH:21][C:20]([C:23]2[C:28]([C:29]#[N:30])=[C:27]([NH:31][CH2:32][CH2:33][CH3:34])[N:26]=[C:25]([S:35][CH2:36][C:37]3[N:38]=[C:39]([C:42]4[CH:47]=[CH:46][C:45]([Cl:48])=[CH:44][CH:43]=4)[S:40][CH:41]=3)[C:24]=2[C:49]#[N:50])=[CH:19][CH:18]=1)=[O:12])[CH3:10]. (5) Given the reactants [Cl:1][C:2]1[CH:7]=[CH:6][CH:5]=[C:4]([CH2:8][CH3:9])[C:3]=1[CH:10]([C:12]1[NH:13][CH:14]=[CH:15][N:16]=1)O.C([SiH](CC)CC)C.FC(F)(F)C(O)=O, predict the reaction product. The product is: [Cl:1][C:2]1[CH:7]=[CH:6][CH:5]=[C:4]([CH2:8][CH3:9])[C:3]=1[CH2:10][C:12]1[NH:16][CH:15]=[CH:14][N:13]=1. (6) Given the reactants [CH3:1][O:2][C:3]1[CH:4]=[CH:5][C:6]2[CH2:12][CH2:11][NH:10][C:9](=O)[CH2:8][C:7]=2[C:14]=1[CH3:15].CSC.B.Cl, predict the reaction product. The product is: [CH3:1][O:2][C:3]1[CH:4]=[CH:5][C:6]2[CH2:12][CH2:11][NH:10][CH2:9][CH2:8][C:7]=2[C:14]=1[CH3:15].